The task is: Predict the product of the given reaction.. This data is from Forward reaction prediction with 1.9M reactions from USPTO patents (1976-2016). (1) Given the reactants C(O)[C:2](N)([CH2:5][OH:6])[CH2:3][OH:4].Cl.[O-]P(OP([O-])([O-])=O)(=O)[O-].[Na+].[Na+].[Na+].[Na+].C(N(CC(O)=O)CC(O)=O)CN(CC(O)=O)CC(O)=[O:28].C(S)[C@@H](O)[C@H](O)CS.C1(CS(F)(=O)=O)C=CC=CC=1.CCC(COC(C(N(CC[NH+](C)C)C)=O)(C1C=CC=CC=1)C1C=CC=CC=1)CC.[Cl-].CC(C[C@H](NC(C)=O)C(N[C@H](C(N[C@H](C(O)=O)CCCN=C(N)N)=O)CC(C)C)=O)C.C[C@H](NC(C[C@H](O)[C@@H](NC([C@@H](NC([C@@H](NC(CC(C)C)=O)C(C)C)=O)C(C)C)=O)CC(C)C)=O)C(N[C@H]([C@@H](O)CC(O)=O)CC(C)C)=O.[OH:171][CH2:172][CH:173]([CH2:175][OH:176])[OH:174], predict the reaction product. The product is: [O:171]=[CH:172][C@@H:173]([C@H:175]([C@@H:5]([C@@H:2]([CH2:3][OH:4])[OH:28])[OH:6])[OH:176])[OH:174]. (2) Given the reactants [CH3:1][C:2]1[C:7]([CH2:8][OH:9])=[CH:6][CH:5]=[C:4]([C:10]2[CH:15]=[CH:14][C:13]([C:16]([F:19])([F:18])[F:17])=[CH:12][CH:11]=2)[N:3]=1, predict the reaction product. The product is: [CH3:1][C:2]1[C:7]([CH:8]=[O:9])=[CH:6][CH:5]=[C:4]([C:10]2[CH:15]=[CH:14][C:13]([C:16]([F:18])([F:17])[F:19])=[CH:12][CH:11]=2)[N:3]=1. (3) Given the reactants Br[C:2]1[O:6][C:5]([CH3:7])=[C:4]([C:8]([O:10][CH3:11])=[O:9])[CH:3]=1.[CH3:12][O:13][C:14]1[CH:19]=[CH:18][C:17](B(O)O)=[CH:16][CH:15]=1.C(=O)([O-])[O-].[Na+].[Na+].COCCOC, predict the reaction product. The product is: [CH3:12][O:13][C:14]1[CH:19]=[CH:18][C:17]([C:2]2[O:6][C:5]([CH3:7])=[C:4]([C:8]([O:10][CH3:11])=[O:9])[CH:3]=2)=[CH:16][CH:15]=1. (4) Given the reactants [C:1]([O:5][C:6]([N:8]1[CH:13]2[CH2:14][CH2:15][CH:9]1[CH:10]=[C:11]([C:16]1[CH:21]=[C:20]([CH2:22][NH:23][C:24](=[O:29])[C:25]([F:28])([F:27])[F:26])[CH:19]=[CH:18][C:17]=1[F:30])[CH2:12]2)=[O:7])([CH3:4])([CH3:3])[CH3:2], predict the reaction product. The product is: [C:1]([O:5][C:6]([N:8]1[CH:13]2[CH2:14][CH2:15][CH:9]1[CH2:10][CH:11]([C:16]1[CH:21]=[C:20]([CH2:22][NH:23][C:24](=[O:29])[C:25]([F:26])([F:27])[F:28])[CH:19]=[CH:18][C:17]=1[F:30])[CH2:12]2)=[O:7])([CH3:4])([CH3:2])[CH3:3]. (5) Given the reactants CCN(C(C)C)C(C)C.[CH3:10][C:11]([Si:14]([CH3:38])([CH3:37])[O:15][CH2:16][C@@H:17]([O:19][C:20]1[CH:21]=[C:22]([CH:26]=[C:27]([O:29][CH2:30][C:31]2[CH:36]=[CH:35][CH:34]=[CH:33][CH:32]=2)[CH:28]=1)[C:23]([OH:25])=O)[CH3:18])([CH3:13])[CH3:12].CN(C(ON1N=NC2C=CC=NC1=2)=[N+](C)C)C.F[P-](F)(F)(F)(F)F.[CH3:63][CH:64]([N:66]1[CH:70]=[CH:69][C:68]([NH2:71])=[N:67]1)[CH3:65], predict the reaction product. The product is: [CH3:12][C:11]([Si:14]([CH3:38])([CH3:37])[O:15][CH2:16][C@@H:17]([O:19][C:20]1[CH:21]=[C:22]([CH:26]=[C:27]([O:29][CH2:30][C:31]2[CH:32]=[CH:33][CH:34]=[CH:35][CH:36]=2)[CH:28]=1)[C:23]([NH:71][C:68]1[CH:69]=[CH:70][N:66]([CH:64]([CH3:65])[CH3:63])[N:67]=1)=[O:25])[CH3:18])([CH3:13])[CH3:10].